This data is from Catalyst prediction with 721,799 reactions and 888 catalyst types from USPTO. The task is: Predict which catalyst facilitates the given reaction. (1) Reactant: [CH3:1][C:2]1[CH:3]=[CH:4][C:5]([C:8]2[CH:9]=[C:10]([CH:15]=[C:16](B3OC(C)(C)C(C)(C)O3)[CH:17]=2)[C:11]([O:13][CH3:14])=[O:12])=[N:6][CH:7]=1.Br[C:28]1[C:33]([C:34]([F:37])([F:36])[F:35])=[CH:32][CH:31]=[CH:30][C:29]=1[F:38].C(=O)([O-])[O-].[Cs+].[Cs+].O.CN(C)C=O. Product: [F:38][C:29]1[CH:30]=[CH:31][CH:32]=[C:33]([C:34]([F:35])([F:36])[F:37])[C:28]=1[C:16]1[CH:17]=[C:8]([C:5]2[CH:4]=[CH:3][C:2]([CH3:1])=[CH:7][N:6]=2)[CH:9]=[C:10]([C:11]([O:13][CH3:14])=[O:12])[CH:15]=1. The catalyst class is: 682. (2) Reactant: Br[CH2:2][C:3]([O:5][C:6]([CH3:9])([CH3:8])[CH3:7])=[O:4].[Cl:10][C:11]1[CH:12]=[C:13]([OH:18])[CH:14]=[CH:15][C:16]=1[F:17].C([O-])([O-])=O.[K+].[K+]. Product: [Cl:10][C:11]1[CH:12]=[C:13]([CH:14]=[CH:15][C:16]=1[F:17])[O:18][CH2:2][C:3]([O:5][C:6]([CH3:9])([CH3:8])[CH3:7])=[O:4]. The catalyst class is: 499. (3) Reactant: C[Si]([N-][Si](C)(C)C)(C)C.[Li+].[C:11]1([CH:17]([CH3:21])[C:18]([OH:20])=[O:19])[CH:16]=[CH:15][CH:14]=[CH:13][CH:12]=1.Br[CH2:23][CH2:24][CH:25]([CH3:27])[CH3:26]. Product: [CH3:21][C:17]([C:11]1[CH:16]=[CH:15][CH:14]=[CH:13][CH:12]=1)([CH2:23][CH2:24][CH:25]([CH3:27])[CH3:26])[C:18]([OH:20])=[O:19]. The catalyst class is: 7. (4) Reactant: [Cl:1][C:2]1[C:7]([Cl:8])=[C:6]([S:9](=[O:18])(=[O:17])[NH:10][C@@H:11]([CH3:16])[C:12]([F:15])([F:14])[F:13])[CH:5]=[CH:4][C:3]=1[C:19]1[S:23][C:22]([C:24]([O:26]CC)=O)=[N:21][C:20]=1[C:29](=[O:35])[N:30]([CH2:33][CH3:34])[CH2:31][CH3:32].O.[NH2:37][NH2:38]. Product: [Cl:1][C:2]1[C:7]([Cl:8])=[C:6]([S:9](=[O:17])(=[O:18])[NH:10][C@@H:11]([CH3:16])[C:12]([F:14])([F:13])[F:15])[CH:5]=[CH:4][C:3]=1[C:19]1[S:23][C:22]([C:24]([NH:37][NH2:38])=[O:26])=[N:21][C:20]=1[C:29]([N:30]([CH2:33][CH3:34])[CH2:31][CH3:32])=[O:35]. The catalyst class is: 8.